This data is from Forward reaction prediction with 1.9M reactions from USPTO patents (1976-2016). The task is: Predict the product of the given reaction. (1) Given the reactants [CH2:1]([N:3]([CH2:35][CH3:36])[CH2:4]/[CH:5]=[CH:6]\[C:7]1[CH:12]=[C:11]([F:13])[CH:10]=[CH:9][C:8]=1[S:14]([NH:17][C:18]1[C:27]([C:28]([O:30]C)=[O:29])=[C:26]2[C:21]([C:22]3[CH:34]=[CH:33][O:32][C:23]=3[CH2:24][O:25]2)=[CH:20][CH:19]=1)(=[O:16])=[O:15])[CH3:2].O.[OH-].[Li+].C(O)=O, predict the reaction product. The product is: [CH2:35]([N:3]([CH2:1][CH3:2])[CH2:4]/[CH:5]=[CH:6]\[C:7]1[CH:12]=[C:11]([F:13])[CH:10]=[CH:9][C:8]=1[S:14]([NH:17][C:18]1[C:27]([C:28]([OH:30])=[O:29])=[C:26]2[C:21]([C:22]3[CH:34]=[CH:33][O:32][C:23]=3[CH2:24][O:25]2)=[CH:20][CH:19]=1)(=[O:16])=[O:15])[CH3:36]. (2) Given the reactants [NH2:1][C:2]1[CH:7]=[CH:6][C:5]([CH3:8])=[CH:4][CH:3]=1.C(=O)([O-])[O-].[K+].[K+].Br[CH2:16][CH2:17][CH2:18][C:19]#[N:20], predict the reaction product. The product is: [C:5]1([CH3:8])[CH:6]=[CH:7][C:2]([NH:1][CH2:16][CH2:17][CH2:18][C:19]#[N:20])=[CH:3][CH:4]=1. (3) Given the reactants [CH2:1]1[CH2:11][CH2:10]N2[C:4](=NCCC2)[CH2:3][CH2:2]1.[CH3:12][C:13]([OH:16])([CH3:15])[CH3:14].[C:17](=[O:20])([O-])[O-].[K+].[K+].[CH2:23](OCC)[CH3:24], predict the reaction product. The product is: [CH:23]([C:1]1[CH:2]=[CH:3][C:4]([C:17]([O:16][C:13]([CH3:15])([CH3:14])[CH3:12])=[O:20])=[CH:10][CH:11]=1)=[CH2:24]. (4) The product is: [CH2:1]([N:8]1[CH2:9][CH2:10][N:11]([C:14]2[CH:15]=[C:16]([NH2:20])[CH:17]=[CH:18][CH:19]=2)[CH2:12][CH2:13]1)[C:2]1[CH:3]=[CH:4][CH:5]=[CH:6][CH:7]=1. Given the reactants [CH2:1]([N:8]1[CH2:13][CH2:12][N:11]([C:14]2[CH:19]=[CH:18][CH:17]=[C:16]([N+:20]([O-])=O)[CH:15]=2)[CH2:10][CH2:9]1)[C:2]1[CH:7]=[CH:6][CH:5]=[CH:4][CH:3]=1.C(OCC)(=O)C, predict the reaction product. (5) Given the reactants [OH-].[Li+].C[O:4][C:5](=[O:15])[C:6]1[CH2:7][N:8]([CH2:13][CH3:14])[C:9]([OH:12])=[CH:10][CH:11]=1, predict the reaction product. The product is: [CH2:13]([N:8]1[C:9]([OH:12])=[CH:10][CH:11]=[C:6]([C:5]([OH:15])=[O:4])[CH2:7]1)[CH3:14].